Dataset: Catalyst prediction with 721,799 reactions and 888 catalyst types from USPTO. Task: Predict which catalyst facilitates the given reaction. (1) Reactant: [C:1]([O:5][C:6]([N:8]1[C:12]2[CH:13]=[CH:14][CH:15]=[CH:16][C:11]=2[N:10]=[C:9]1Cl)=[O:7])([CH3:4])([CH3:3])[CH3:2].[N:18]12[CH2:26][CH2:25][CH:22]([CH2:23][CH2:24]1)[NH:21][CH2:20][CH2:19]2.C1(P(C2C=CC=CC=2)C2C=CC3C(=CC=CC=3)C=2C2C3C(=CC=CC=3)C=CC=2P(C2C=CC=CC=2)C2C=CC=CC=2)C=CC=CC=1.CC(C)([O-])C.[Na+]. Product: [C:1]([O:5][C:6]([N:8]1[C:12]2[CH:13]=[CH:14][CH:15]=[CH:16][C:11]=2[N:10]=[C:9]1[N:21]1[CH:22]2[CH2:25][CH2:26][N:18]([CH2:24][CH2:23]2)[CH2:19][CH2:20]1)=[O:7])([CH3:4])([CH3:3])[CH3:2]. The catalyst class is: 11. (2) Reactant: [OH:1][C:2]1[CH:9]=[CH:8][C:5]([CH:6]=[O:7])=[CH:4][CH:3]=1.C(N(CC)CC)C.[C:17]1([CH2:23][S:24](Cl)(=[O:26])=[O:25])[CH:22]=[CH:21][CH:20]=[CH:19][CH:18]=1. Product: [C:17]1([CH2:23][S:24]([O:1][C:2]2[CH:9]=[CH:8][C:5]([CH:6]=[O:7])=[CH:4][CH:3]=2)(=[O:26])=[O:25])[CH:22]=[CH:21][CH:20]=[CH:19][CH:18]=1. The catalyst class is: 4. (3) Reactant: C([O:3][C:4](=[O:30])[C:5]([CH3:29])([CH3:28])[CH2:6][CH2:7][CH2:8][CH2:9][CH2:10][CH:11]([C:21]1[CH:26]=[CH:25][CH:24]=[CH:23][C:22]=1[Cl:27])[N:12]1[CH2:17][CH2:16][C:15]2[S:18][CH:19]=[CH:20][C:14]=2[CH2:13]1)C.C(O)C.[OH-].[Na+]. Product: [Cl:27][C:22]1[CH:23]=[CH:24][CH:25]=[CH:26][C:21]=1[CH:11]([N:12]1[CH2:17][CH2:16][C:15]2[S:18][CH:19]=[CH:20][C:14]=2[CH2:13]1)[CH2:10][CH2:9][CH2:8][CH2:7][CH2:6][C:5]([CH3:29])([CH3:28])[C:4]([OH:30])=[O:3]. The catalyst class is: 6.